Dataset: Reaction yield outcomes from USPTO patents with 853,638 reactions. Task: Predict the reaction yield, written as a fraction of the theoretical maximum amount of product (1.0 means a 100% yield; for example, 0.34 means a 34% yield). (1) The reactants are [Br:1][C:2]1[CH:14]=[CH:13][CH:12]=[C:11]([O:15][Si](C(C)(C)C)(C)C)[C:3]=1C(N(CC)CC)=O.[C:23]([O-:26])(O)=[O:24].[Na+].[CH3:28]C#N. No catalyst specified. The product is [Br:1][C:2]1[CH:14]=[CH:13][CH:12]=[C:11]([OH:15])[C:3]=1[C:23]([O:26][CH3:28])=[O:24]. The yield is 0.780. (2) The reactants are Cl[C:2]1[C:11]2[C:6](=[CH:7][C:8]([O:14][CH3:15])=[C:9]([O:12][CH3:13])[CH:10]=2)[N:5]=[CH:4][CH:3]=1.[OH2:16].Cl[C:18]1[CH:23]=[CH:22][CH:21]=[CH:20][C:19]=1Cl. The catalyst is CN(C)C1C=CN=CC=1. The product is [CH3:13][O:12][C:9]1[CH:10]=[C:11]2[C:6](=[CH:7][C:8]=1[O:14][CH3:15])[N:5]=[CH:4][CH:3]=[C:2]2[O:16][C:18]1[CH:23]=[CH:22][C:21]([CH2:3][CH2:2][CH3:11])=[CH:20][C:19]=1[C:9](=[O:12])[CH3:8]. The yield is 0.260. (3) The yield is 0.600. The product is [C:21]([C:10]1[C:9](=[O:23])[NH:8][C:7]([S:6][CH2:5][C:4]2[CH:3]=[C:2]([NH:1][C:36]([NH:35][C:30]3[CH:31]=[CH:32][C:33]([Cl:34])=[C:28]([Cl:27])[CH:29]=3)=[O:37])[CH:26]=[CH:25][CH:24]=2)=[N:12][C:11]=1[C:13]1[CH:18]=[CH:17][CH:16]=[C:15]([O:19][CH3:20])[CH:14]=1)#[N:22]. The reactants are [NH2:1][C:2]1[CH:3]=[C:4]([CH:24]=[CH:25][CH:26]=1)[CH2:5][S:6][C:7]1[NH:8][C:9](=[O:23])[C:10]([C:21]#[N:22])=[C:11]([C:13]2[CH:18]=[CH:17][CH:16]=[C:15]([O:19][CH3:20])[CH:14]=2)[N:12]=1.[Cl:27][C:28]1[CH:29]=[C:30]([N:35]=[C:36]=[O:37])[CH:31]=[CH:32][C:33]=1[Cl:34].C1COCC1. The catalyst is [Cl-].[Na+].O.O. (4) The reactants are [F:1][C:2]1[CH:7]=[CH:6][C:5]([C:8](=[O:13])[NH:9][CH2:10][C:11]#[CH:12])=[CH:4][C:3]=1[S:14](Cl)(=[O:16])=[O:15].[OH:18][CH2:19][C@:20]([OH:37])([CH3:36])[C:21](=[O:35])[C@@H:22]([NH:27][C:28](=[O:34])[O:29][C:30]([CH3:33])([CH3:32])[CH3:31])[CH2:23][CH:24]([CH3:26])[CH3:25].CCN(C(C)C)C(C)C. The catalyst is CN(C1C=CN=CC=1)C.C(Cl)Cl. The product is [F:1][C:2]1[CH:7]=[CH:6][C:5]([C:8](=[O:13])[NH:9][CH2:10][C:11]#[CH:12])=[CH:4][C:3]=1[S:14]([O:18][CH2:19][C@:20]([OH:37])([CH3:36])[C:21](=[O:35])[C@@H:22]([NH:27][C:28]([O:29][C:30]([CH3:31])([CH3:33])[CH3:32])=[O:34])[CH2:23][CH:24]([CH3:26])[CH3:25])(=[O:15])=[O:16]. The yield is 0.750. (5) The reactants are Cl[C:2]1[CH:7]=[C:6]([CH2:8][N:9]2[C:13]([CH3:14])=[N:12][C:11]([C:15]3[O:16][C:17]([C:20]4[CH:25]=[CH:24][CH:23]=[CH:22][CH:21]=4)=[CH:18][CH:19]=3)=[N:10]2)[CH:5]=[CH:4][N:3]=1.Cl[C:27]1[CH:32]=[C:31]([CH2:33][N:34]2[C:38]([C:39]3[O:40][C:41]([C:44]4[CH:49]=[CH:48][CH:47]=[CH:46][CH:45]=4)=[CH:42][CH:43]=3)=[N:37][C:36]([CH3:50])=[N:35]2)[CH:30]=[CH:29][N:28]=1.[CH3:51][N:52]1[CH2:57][CH2:56][NH:55][CH2:54][CH2:53]1. The catalyst is CCN(C(C)C)C(C)C. The product is [CH3:51][N:52]1[CH2:57][CH2:56][N:55]([C:2]2[CH:7]=[C:6]([CH2:8][N:9]3[C:13]([CH3:14])=[N:12][C:11]([C:15]4[O:16][C:17]([C:20]5[CH:25]=[CH:24][CH:23]=[CH:22][CH:21]=5)=[CH:18][CH:19]=4)=[N:10]3)[CH:5]=[CH:4][N:3]=2)[CH2:54][CH2:53]1.[CH3:51][N:52]1[CH2:57][CH2:56][N:55]([C:27]2[CH:32]=[C:31]([CH2:33][N:34]3[C:38]([C:39]4[O:40][C:41]([C:44]5[CH:45]=[CH:46][CH:47]=[CH:48][CH:49]=5)=[CH:42][CH:43]=4)=[N:37][C:36]([CH3:50])=[N:35]3)[CH:30]=[CH:29][N:28]=2)[CH2:54][CH2:53]1. The yield is 0.530.